Dataset: Catalyst prediction with 721,799 reactions and 888 catalyst types from USPTO. Task: Predict which catalyst facilitates the given reaction. Reactant: [NH2:1][C:2]1[CH:7]=[CH:6][CH:5]=[CH:4][C:3]=1[SH:8].[C:9](#N)[CH2:10][C:11]#[N:12].CC(O)=O. Product: [S:8]1[C:3]2[CH:4]=[CH:5][CH:6]=[CH:7][C:2]=2[N:1]=[C:9]1[CH2:10][C:11]#[N:12]. The catalyst class is: 8.